Dataset: Drug-target binding data from BindingDB using Kd measurements. Task: Regression. Given a target protein amino acid sequence and a drug SMILES string, predict the binding affinity score between them. We predict pKd (pKd = -log10(Kd in M); higher means stronger binding). Dataset: bindingdb_kd. (1) The pKd is 6.7. The target protein (P22935) has sequence MPNFSGNWKIIRSENFEEMLKALGVNMMMRKIAVAAASKPAVEIKQENDTFYIKTSTTVRTTEINFKIGEEFEEQTVDGRPCKSLVKWESGNKMVCEQRLLKGEGPKTSWSRELTNDGELILTMTADDVVCTRVYVRE. The compound is CCC(C)/C=C/CC(=C/C(=O)O)/C=C/C1=C(C)CCCC1(C)C. (2) The drug is COCC(=O)NC/C=C/c1ccc2ncnc(Nc3ccc(Oc4ccc(C)nc4)c(C)c3)c2c1. The target protein (Q8NEV4) has sequence MFPLIGKTIIFDNFPDPSDTWEITETIGKGTYGKVFKVLNKKNGQKAAVKILDPIHDIDEEIEAEYNILKALSDHPNVVRFYGIYFKKDKVNGDKLWLVLELCSGGSVTDLVKGFLKRGERMSEPLIAYILHEALMGLQHLHNNKTIHRDVKGNNILLTTEGGVKLVDFGVSAQLTSTRHRRNTSVGTPFWMAPEVIACEQQLDTTYDARCDTWSLGITAIELGDGDPPLADLHPMRALFKIPRNPPPKLRQPELWSAEFNDFISKCLTKDYEKRPTVSELLQHKFITQIEGKDVMLQKQLTEFIGIHQCMGGTEKARRERIHTKKGNFNRPLISNLKDVDDLATLEILDENTVSEQLEKCYSRDQIYVYVGDILIALNPFQSLGLYSTKHSKLYIGSKRTASPPHIFAMADLGYQSMITYNSDQCIVISGESGAGKTENAHLLVQQLTVLGKANNRTLQEKILQVNNLVEAFGNACTIINDNSSRFGKYLEMKFTSSGA.... The pKd is 5.0.